This data is from Catalyst prediction with 721,799 reactions and 888 catalyst types from USPTO. The task is: Predict which catalyst facilitates the given reaction. (1) Reactant: [C:1]([C:4]1[S:8][C:7]([C:9]2[C:14]3[CH2:15][CH:16]([CH2:18][NH:19]C(=O)OC(C)(C)C)[O:17][C:13]=3[C:12]([Cl:27])=[CH:11][CH:10]=2)=[CH:6][CH:5]=1)(=[O:3])[CH3:2].Cl. Product: [ClH:27].[NH2:19][CH2:18][CH:16]1[CH2:15][C:14]2[C:9]([C:7]3[S:8][C:4]([C:1](=[O:3])[CH3:2])=[CH:5][CH:6]=3)=[CH:10][CH:11]=[C:12]([Cl:27])[C:13]=2[O:17]1. The catalyst class is: 12. (2) Reactant: [CH3:1][O:2][C:3](=[O:16])[CH2:4][CH:5]1[C:9]2[CH:10]=[CH:11][C:12]([OH:15])=[C:13]([CH3:14])[C:8]=2[O:7][CH2:6]1.[F:17][C:18]([F:30])([F:29])[C:19]1[CH:27]=[CH:26][CH:25]=[C:24]2[C:20]=1[CH2:21][CH2:22][C@@H:23]2O.C1(P(C2C=CC=CC=2)C2C=CC=CC=2)C=CC=CC=1.C(OC(N=NC(OC(C)(C)C)=O)=O)(C)(C)C. Product: [CH3:1][O:2][C:3](=[O:16])[CH2:4][CH:5]1[C:9]2[CH:10]=[CH:11][C:12]([O:15][C@H:23]3[C:24]4[C:20](=[C:19]([C:18]([F:17])([F:29])[F:30])[CH:27]=[CH:26][CH:25]=4)[CH2:21][CH2:22]3)=[C:13]([CH3:14])[C:8]=2[O:7][CH2:6]1. The catalyst class is: 7.